From a dataset of Reaction yield outcomes from USPTO patents with 853,638 reactions. Predict the reaction yield, written as a fraction of the theoretical maximum amount of product (1.0 means a 100% yield; for example, 0.34 means a 34% yield). (1) The reactants are [CH:1](=O)[CH2:2][CH2:3][CH2:4][CH2:5][CH:6]=C.[C:9]([NH:12][CH:13]([C:19]([O-])=O)[C:14]([O:16][CH2:17][CH3:18])=[O:15])(=[O:11])[CH3:10].N1C=CC=CC=1.C(OC(=O)C)(=O)C. The catalyst is O. The product is [C:9]([NH:12]/[C:13](=[CH:19]\[CH2:6][CH2:5][CH2:4][CH2:3][CH:2]=[CH2:1])/[C:14]([O:16][CH2:17][CH3:18])=[O:15])(=[O:11])[CH3:10]. The yield is 0.500. (2) The reactants are [Na].C(O)C.[CH2:5]([O:12][C:13]1[CH:18]=[C:17]([O:19][CH2:20][C:21]2[CH:26]=[CH:25][CH:24]=[CH:23][CH:22]=2)[C:16]([Cl:27])=[CH:15][C:14]=1[C:28](=[O:30])[CH3:29])[C:6]1[CH:11]=[CH:10][CH:9]=[CH:8][CH:7]=1.[C:31](OCC)(=[O:37])[C:32]([O:34][CH2:35][CH3:36])=[O:33]. The catalyst is C(O)(=O)C. The product is [CH2:35]([O:34][C:32](=[O:33])[C:31]([OH:37])=[CH:29][C:28]([C:14]1[CH:15]=[C:16]([Cl:27])[C:17]([O:19][CH2:20][C:21]2[CH:26]=[CH:25][CH:24]=[CH:23][CH:22]=2)=[CH:18][C:13]=1[O:12][CH2:5][C:6]1[CH:11]=[CH:10][CH:9]=[CH:8][CH:7]=1)=[O:30])[CH3:36]. The yield is 0.950. (3) The reactants are O[CH2:2][CH2:3][CH2:4][CH:5]([NH:7][C:8](=[O:14])[O:9][C:10]([CH3:13])([CH3:12])[CH3:11])[CH3:6].C1(P(C2C=CC=CC=2)C2C=CC=CC=2)C=CC=CC=1.C(Br)(Br)(Br)[Br:35]. The catalyst is ClCCl. The product is [Br:35][CH2:2][CH2:3][CH2:4][CH:5]([NH:7][C:8](=[O:14])[O:9][C:10]([CH3:13])([CH3:12])[CH3:11])[CH3:6]. The yield is 0.530. (4) The reactants are [OH:1][CH:2]1[CH2:7][CH2:6][CH:5]([C:8]([O:10][CH2:11][CH3:12])=[O:9])[CH2:4][CH2:3]1.C[N+]1([O-])CCOCC1. The catalyst is C(#N)C.[Ru]([O-])(=O)(=O)=O.C([N+](CCC)(CCC)CCC)CC. The product is [O:1]=[C:2]1[CH2:7][CH2:6][CH:5]([C:8]([O:10][CH2:11][CH3:12])=[O:9])[CH2:4][CH2:3]1. The yield is 0.980.